From a dataset of Forward reaction prediction with 1.9M reactions from USPTO patents (1976-2016). Predict the product of the given reaction. (1) The product is: [Cl:1][C:2]1[CH:3]=[CH:4][CH:5]=[C:6]2[C:11]=1[N:10]=[CH:9][C:8]([CH3:12])=[C:7]2[C:13]1[CH:14]=[C:15]([CH:16]=[CH:17][CH:18]=1)[O:19][CH2:31][C:28]1[CH:27]=[CH:26][C:25]([CH:23]([CH3:24])[C:22]([OH:33])=[O:21])=[CH:30][CH:29]=1. Given the reactants [Cl:1][C:2]1[CH:3]=[CH:4][CH:5]=[C:6]2[C:11]=1[N:10]=[CH:9][C:8]([CH3:12])=[C:7]2[C:13]1[CH:14]=[C:15]([OH:19])[CH:16]=[CH:17][CH:18]=1.C[O:21][C:22](=[O:33])[CH:23]([C:25]1[CH:30]=[CH:29][C:28]([CH2:31]Br)=[CH:27][CH:26]=1)[CH3:24], predict the reaction product. (2) Given the reactants [N:1]1[CH:6]=[CH:5][C:4]([SH:7])=[CH:3][CH:2]=1.[CH3:8][S:9]S(C)(=O)=O, predict the reaction product. The product is: [CH3:8][S:9][S:7][C:4]1[CH:5]=[CH:6][N:1]=[CH:2][CH:3]=1.